Dataset: Forward reaction prediction with 1.9M reactions from USPTO patents (1976-2016). Task: Predict the product of the given reaction. (1) Given the reactants [Br-].[C:2]([CH2:5][CH2:6][CH2:7][CH2:8][P+](C1C=CC=CC=1)(C1C=CC=CC=1)C1C=CC=CC=1)([OH:4])=[O:3].[CH3:28]C(C)([O-])C.[K+].[CH3:34][Si:35]([CH3:58])([C:54]([CH3:57])([CH3:56])[CH3:55])[O:36][CH2:37][C@@H:38]1[C@@H:45]2[C@@H:41]([O:42][CH:43](O)[CH2:44]2)[CH2:40][C@H:39]1[O:47][CH:48]1[CH2:53][CH2:52][CH2:51][CH2:50][O:49]1.C(=O)([O-])[O-].[K+].[K+].CI, predict the reaction product. The product is: [CH3:34][Si:35]([CH3:58])([C:54]([CH3:57])([CH3:56])[CH3:55])[O:36][CH2:37][C@H:38]1[C@H:39]([O:47][CH:48]2[CH2:53][CH2:52][CH2:51][CH2:50][O:49]2)[CH2:40][C@H:41]([OH:42])[C@@H:45]1[CH2:44]/[CH:43]=[CH:8]\[CH2:7][CH2:6][CH2:5][C:2]([O:4][CH3:28])=[O:3]. (2) Given the reactants [CH3:1][CH:2]1[CH2:7][CH2:6][N:5]([CH:8]2[CH2:13][CH2:12][NH:11][CH2:10][CH2:9]2)[CH2:4][CH2:3]1.[CH3:14][O:15][C:16]1[CH:21]=[CH:20][C:19]([C:22]2[CH:27]=[CH:26][C:25]([S:28](Cl)(=[O:30])=[O:29])=[CH:24][CH:23]=2)=[CH:18][CH:17]=1, predict the reaction product. The product is: [CH3:14][O:15][C:16]1[CH:17]=[CH:18][C:19]([C:22]2[CH:27]=[CH:26][C:25]([S:28]([N:11]3[CH2:12][CH2:13][CH:8]([N:5]4[CH2:6][CH2:7][CH:2]([CH3:1])[CH2:3][CH2:4]4)[CH2:9][CH2:10]3)(=[O:30])=[O:29])=[CH:24][CH:23]=2)=[CH:20][CH:21]=1.